From a dataset of HIV replication inhibition screening data with 41,000+ compounds from the AIDS Antiviral Screen. Binary Classification. Given a drug SMILES string, predict its activity (active/inactive) in a high-throughput screening assay against a specified biological target. (1) The compound is C=C1SC(=Nc2ccccc2Cl)N(C(=O)c2sc3ccccc3c2Cl)C1(C)C. The result is 0 (inactive). (2) The molecule is CCOCCOCCOCOCCOCCOCC. The result is 0 (inactive). (3) The drug is COc1ccc(NC(=O)CC(=O)NNC(Sc2ccccc2)c2cc(N=Nc3ccc(Br)cc3)ccc2O)cc1. The result is 0 (inactive). (4) The compound is COC(=O)c1cc2c(c(C(=O)OC)c1O)C(=O)C=CC2=O. The result is 0 (inactive). (5) The molecule is Cc1csc2nc(-c3ccccc3)cn12. The result is 0 (inactive). (6) The drug is O=C(Cc1ccccc1)NN1C(=O)C(=Cc2cccc(O)c2)SC1=Nc1ccccc1. The result is 0 (inactive).